From a dataset of Catalyst prediction with 721,799 reactions and 888 catalyst types from USPTO. Predict which catalyst facilitates the given reaction. (1) Reactant: Cl[C:2]1[N:7]=[CH:6][N:5]=[C:4]([NH:8][C:9]2[S:13][C:12]([CH3:14])=[N:11][C:10]=2[CH3:15])[N:3]=1.[C:16]([C:18]1[CH:38]=[C:37](B2OC(C)(C)C(C)(C)O2)[CH:36]=[CH:35][C:19]=1[O:20][C@H:21]1[CH2:26][CH2:25][N:24]([C:27]([O:29][C:30]([CH3:33])([CH3:32])[CH3:31])=[O:28])[CH2:23][C@H:22]1[F:34])#[N:17].C(=O)([O-])[O-].[Na+].[Na+]. Product: [C:16]([C:18]1[CH:38]=[C:37]([C:2]2[N:3]=[C:4]([NH:8][C:9]3[S:13][C:12]([CH3:14])=[N:11][C:10]=3[CH3:15])[N:5]=[CH:6][N:7]=2)[CH:36]=[CH:35][C:19]=1[O:20][C@H:21]1[CH2:26][CH2:25][N:24]([C:27]([O:29][C:30]([CH3:33])([CH3:32])[CH3:31])=[O:28])[CH2:23][C@H:22]1[F:34])#[N:17]. The catalyst class is: 104. (2) Reactant: [Cl:1][C:2]1[C:3]([CH3:11])=[N:4][NH:5][C:6]=1[C:7]([F:10])([F:9])[F:8].[C:12](=O)([O-])[O-].[K+].[K+].[CH3:18][O:19][C:20](=[O:31])[CH:21](Br)[C:22]1[CH:27]=[CH:26][CH:25]=[C:24]([O:28][CH3:29])[CH:23]=1. Product: [CH2:18]([O:19][C:20](=[O:31])[CH:21]([N:4]1[C:3]([CH3:11])=[C:2]([Cl:1])[C:6]([C:7]([F:9])([F:10])[F:8])=[N:5]1)[C:22]1[CH:27]=[CH:26][CH:25]=[C:24]([O:28][CH3:29])[CH:23]=1)[CH3:12]. The catalyst class is: 23. (3) Reactant: [C:1]([O:5][C:6](=[O:31])[CH2:7][C@H:8]([NH:16][S:17]([C:20]1[CH:25]=[CH:24][C:23]([NH:26][C:27](=[O:29])[CH3:28])=[CH:22][C:21]=1[OH:30])(=[O:19])=[O:18])[CH:9]([O:13][CH2:14][CH3:15])[O:10][CH2:11][CH3:12])([CH3:4])([CH3:3])[CH3:2].[N:32]1([CH2:41][C@H:42]([CH3:44])O)[C:40]2[C:35](=[CH:36][CH:37]=[CH:38][CH:39]=2)[CH:34]=[N:33]1.C1(P(C2C=CC=CC=2)C2C=CC=CC=2)C=CC=CC=1.N(C(OCC)=O)=NC(OCC)=O. Product: [C:1]([O:5][C:6](=[O:31])[CH2:7][C@H:8]([NH:16][S:17]([C:20]1[CH:25]=[CH:24][C:23]([NH:26][C:27](=[O:29])[CH3:28])=[CH:22][C:21]=1[O:30][C@H:42]([CH3:44])[CH2:41][N:32]1[C:40]2[C:35](=[CH:36][CH:37]=[CH:38][CH:39]=2)[CH:34]=[N:33]1)(=[O:19])=[O:18])[CH:9]([O:10][CH2:11][CH3:12])[O:13][CH2:14][CH3:15])([CH3:3])([CH3:4])[CH3:2]. The catalyst class is: 111.